The task is: Predict the reactants needed to synthesize the given product.. This data is from Full USPTO retrosynthesis dataset with 1.9M reactions from patents (1976-2016). Given the product [C:1]([O:5][C:6](=[O:22])[NH:7][C:8]1[CH:13]=[C:12]([O:14][CH2:15][CH3:16])[C:11]([C:17]([F:20])([F:19])[F:18])=[CH:10][C:9]=1[NH:21][C:28](=[O:27])[CH2:29][C:30]([C:32]1[CH:37]=[CH:36][CH:35]=[C:34]([C:38]2[CH:39]=[N:40][C:41]([CH2:45][CH3:46])=[CH:42][C:43]=2[CH3:44])[CH:33]=1)=[O:31])([CH3:2])([CH3:3])[CH3:4], predict the reactants needed to synthesize it. The reactants are: [C:1]([O:5][C:6](=[O:22])[NH:7][C:8]1[CH:13]=[C:12]([O:14][CH2:15][CH3:16])[C:11]([C:17]([F:20])([F:19])[F:18])=[CH:10][C:9]=1[NH2:21])([CH3:4])([CH3:3])[CH3:2].C([O:27][C:28](=O)[CH2:29][C:30]([C:32]1[CH:37]=[CH:36][CH:35]=[C:34]([C:38]2[CH:39]=[N:40][C:41]([CH2:45][CH3:46])=[CH:42][C:43]=2[CH3:44])[CH:33]=1)=[O:31])(C)(C)C.